Dataset: Full USPTO retrosynthesis dataset with 1.9M reactions from patents (1976-2016). Task: Predict the reactants needed to synthesize the given product. (1) Given the product [CH3:25][N:1]([CH2:2][C:3]1[NH:7][C:6]2[CH:8]=[CH:9][C:10]([C:12]#[N:13])=[CH:11][C:5]=2[N:4]=1)[CH:22]1[C:23]2[N:14]=[CH:15][CH:16]=[CH:17][C:18]=2[CH2:19][CH2:20][CH2:21]1, predict the reactants needed to synthesize it. The reactants are: [NH2:1][CH2:2][C:3]1[NH:7][C:6]2[CH:8]=[CH:9][C:10]([C:12]#[N:13])=[CH:11][C:5]=2[N:4]=1.[N:14]1[C:23]2[C:22](=O)[CH2:21][CH2:20][CH2:19][C:18]=2[CH:17]=[CH:16][CH:15]=1.[C:25](O)(=O)C.C(O[BH-](OC(=O)C)OC(=O)C)(=O)C.[Na+].C=O. (2) Given the product [OH:1][CH2:2][CH2:3][O:4][C:5]1[CH:10]=[CH:9][CH:8]=[CH:7][C:6]=1[C:11](=[O:20])[CH2:12][C:13]([O:15][CH2:16][CH3:17])=[O:14], predict the reactants needed to synthesize it. The reactants are: [OH:1][CH2:2][CH2:3][O:4][C:5]1[CH:10]=[CH:9][CH:8]=[CH:7][C:6]=1[C:11](=[O:20])[CH2:12][C:13]([O:15][C:16](C)(C)[CH3:17])=[O:14]. (3) Given the product [O-:14][N+:6]1[C:7]2[CH:13]=[CH:12][CH:11]=[CH:10][C:8]=2[N:9]=[C:4]([CH2:3][CH2:2][N:17]([CH3:18])[CH3:16])[N:5]=1, predict the reactants needed to synthesize it. The reactants are: O[CH2:2][CH2:3][C:4]1[N:5]=[N+:6]([O-:14])[C:7]2[CH:13]=[CH:12][CH:11]=[CH:10][C:8]=2[N:9]=1.C[CH2:16][N:17](CC)[CH2:18]C.Cl.CNC. (4) The reactants are: [CH3:1][N:2]([CH2:12][CH2:13][O:14][C:15]1[CH:20]=[CH:19][C:18]([NH:21][S:22]([CH3:25])(=[O:24])=[O:23])=[CH:17][CH:16]=1)[CH2:3][CH2:4][C:5]1[CH:10]=[CH:9][C:8](N)=[CH:7][CH:6]=1.Br[CH2:27][CH2:28][CH2:29][S:30](Cl)(=[O:32])=[O:31].C[NH2:35].O.C[C:38]#[N:39]. Given the product [CH3:1][N:2]([CH2:12][CH2:13][O:14][C:15]1[CH:20]=[CH:19][C:18]([NH:21][S:22]([CH3:25])(=[O:24])=[O:23])=[CH:17][CH:16]=1)[CH2:3][CH:4]([NH2:35])[C:5]1[CH:10]=[CH:9][C:8]([S:30]([CH2:29][CH2:28][CH2:27][NH:39][CH3:38])(=[O:32])=[O:31])=[CH:7][CH:6]=1, predict the reactants needed to synthesize it.